Dataset: Full USPTO retrosynthesis dataset with 1.9M reactions from patents (1976-2016). Task: Predict the reactants needed to synthesize the given product. Given the product [CH3:24][C:23]1([CH3:25])[CH2:22][C:14]2([CH3:13])[CH2:19][CH2:18][CH2:17][CH:16]([CH3:20])[CH:15]2[O:21]1, predict the reactants needed to synthesize it. The reactants are: COCCO[AlH2-]OCCOC.[Na+].[CH3:13][C:14]1([CH2:22][C:23]([CH3:25])=[CH2:24])[CH2:19][CH2:18][CH2:17][CH:16]([CH3:20])[C:15]1=[O:21].